This data is from Full USPTO retrosynthesis dataset with 1.9M reactions from patents (1976-2016). The task is: Predict the reactants needed to synthesize the given product. (1) Given the product [Br-:13].[CH2:14]([N:5]([CH2:2][CH2:3][CH3:4])[CH2:6][CH2:7][CH2:8][N+:9]([CH3:12])([CH3:11])[CH3:10])[CH2:15][CH2:16][CH2:17][CH2:18][CH2:19][CH2:20][CH2:21][CH2:22][CH2:23][CH2:24][CH3:25], predict the reactants needed to synthesize it. The reactants are: [Br-].[CH2:2]([NH:5][CH2:6][CH2:7][CH2:8][N+:9]([CH3:12])([CH3:11])[CH3:10])[CH2:3][CH3:4].[Br:13][CH2:14][CH2:15][CH2:16][CH2:17][CH2:18][CH2:19][CH2:20][CH2:21][CH2:22][CH2:23][CH2:24][CH3:25].[OH-].[Na+]. (2) Given the product [Cl:1][C:2]1[C:7]([CH3:8])=[C:6]([C:10]2[CH:15]=[CH:14][CH:13]=[CH:12][CH:11]=2)[N:5]=[CH:4][N:3]=1, predict the reactants needed to synthesize it. The reactants are: [Cl:1][C:2]1[C:7]([CH3:8])=[C:6](Cl)[N:5]=[CH:4][N:3]=1.[C:10]1(B(O)O)[CH:15]=[CH:14][CH:13]=[CH:12][CH:11]=1.C1(P(C2CCCCC2)C2CCCCC2)CCCCC1.C(=O)([O-])[O-].[Cs+].[Cs+]. (3) The reactants are: [H-].[Na+].[CH3:3][N:4]1[CH2:17][CH2:16][C:15]2[C:14]3[CH:13]=[C:12]([CH3:18])[CH:11]=[CH:10][C:9]=3[NH:8][C:7]=2[CH2:6][CH2:5]1.[O:19]1[CH2:21][CH:20]1[C:22]1[CH:23]=[N:24][CH:25]=[CH:26][CH:27]=1. Given the product [CH3:3][N:4]1[CH2:17][CH2:16][C:15]2[C:14]3[CH:13]=[C:12]([CH3:18])[CH:11]=[CH:10][C:9]=3[N:8]([CH2:21][CH:20]([C:22]3[CH:23]=[N:24][CH:25]=[CH:26][CH:27]=3)[OH:19])[C:7]=2[CH2:6][CH2:5]1, predict the reactants needed to synthesize it.